The task is: Predict which catalyst facilitates the given reaction.. This data is from Catalyst prediction with 721,799 reactions and 888 catalyst types from USPTO. (1) Reactant: [CH3:1][C:2]1[C:3]([C:14]2[CH:15]=[N:16][CH:17]=[CH:18][CH:19]=2)=[N:4][N:5]([C:8]2[CH:13]=[CH:12][CH:11]=[CH:10][CH:9]=2)[C:6]=1[NH2:7].Cl[C:21](Cl)([O:23]C(=O)OC(Cl)(Cl)Cl)Cl.CCN(C(C)C)C(C)C.[F:41][C:42]1[CH:43]=[C:44]([C@@H:49]2[CH2:53][N:52]([CH2:54][CH2:55][O:56][CH3:57])[CH2:51][C@H:50]2[NH2:58])[CH:45]=[CH:46][C:47]=1[F:48]. Product: [F:41][C:42]1[CH:43]=[C:44]([C@@H:49]2[CH2:53][N:52]([CH2:54][CH2:55][O:56][CH3:57])[CH2:51][C@H:50]2[NH:58][C:21]([NH:7][C:6]2[N:5]([C:8]3[CH:9]=[CH:10][CH:11]=[CH:12][CH:13]=3)[N:4]=[C:3]([C:14]3[CH:15]=[N:16][CH:17]=[CH:18][CH:19]=3)[C:2]=2[CH3:1])=[O:23])[CH:45]=[CH:46][C:47]=1[F:48]. The catalyst class is: 2. (2) Reactant: [NH:1]1[CH2:6][CH2:5][CH:4]([CH2:7][CH2:8][OH:9])[CH2:3][CH2:2]1.[C:10](OC([O-])=O)([O:12][C:13]([CH3:16])([CH3:15])[CH3:14])=[O:11]. Product: [C:13]([O:12][C:10]([N:1]1[CH2:6][CH2:5][CH:4]([CH2:7][CH2:8][OH:9])[CH2:3][CH2:2]1)=[O:11])([CH3:16])([CH3:15])[CH3:14]. The catalyst class is: 1.